From a dataset of Reaction yield outcomes from USPTO patents with 853,638 reactions. Predict the reaction yield, written as a fraction of the theoretical maximum amount of product (1.0 means a 100% yield; for example, 0.34 means a 34% yield). (1) The reactants are [NH2:1][C:2]1[N:7]=[C:6]([NH2:8])[C:5](I)=[CH:4][N:3]=1.[C:10]([C:12]1[CH:13]=[C:14]([O:22][CH3:23])[C:15]([O:20][CH3:21])=[C:16]([O:18][CH3:19])[CH:17]=1)#[CH:11]. No catalyst specified. The product is [NH2:1][C:2]1[N:7]=[C:6]([NH2:8])[C:5]([C:11]#[C:10][C:12]2[CH:13]=[C:14]([O:22][CH3:23])[C:15]([O:20][CH3:21])=[C:16]([O:18][CH3:19])[CH:17]=2)=[CH:4][N:3]=1. The yield is 0.900. (2) The reactants are [C:1](=[N:4][C:5]1[C:10]([CH2:11][CH3:12])=[CH:9][C:8]([CH2:13][C:14]2[CH:19]=[C:18]([CH2:20][CH3:21])[C:17]([N:22]=[C:23]([CH3:25])[CH3:24])=[C:16]([CH2:26][CH3:27])[CH:15]=2)=[CH:7][C:6]=1[CH2:28][CH3:29])([CH3:3])[CH3:2].C(O)C. The catalyst is [Pt].C(OCC)(=O)C. The product is [CH:23]([NH:22][C:17]1[C:16]([CH2:26][CH3:27])=[CH:15][C:14]([CH2:13][C:8]2[CH:7]=[C:6]([CH2:28][CH3:29])[C:5]([NH:4][CH:1]([CH3:3])[CH3:2])=[C:10]([CH2:11][CH3:12])[CH:9]=2)=[CH:19][C:18]=1[CH2:20][CH3:21])([CH3:24])[CH3:25]. The yield is 0.700. (3) The reactants are [Li+].[CH3:2]C([N-]C(C)C)C.C(NC(C)C)(C)C.C([Li])CCC.CCCCCC.[F:27][C:28]([F:46])([F:45])[C:29]([C:32]1[CH:41]=[CH:40][C:39]2[CH2:38][C@@H:37]([C:42]([OH:44])=[O:43])[CH2:36][CH2:35][C:34]=2[N:33]=1)([CH3:31])[CH3:30].CI. The catalyst is C1COCC1. The product is [CH3:2][C:37]1([C:42]([OH:44])=[O:43])[CH2:36][CH2:35][C:34]2[N:33]=[C:32]([C:29]([CH3:31])([CH3:30])[C:28]([F:27])([F:45])[F:46])[CH:41]=[CH:40][C:39]=2[CH2:38]1. The yield is 0.340. (4) The yield is 0.210. The product is [NH2:1][C:2]1[C:11]2[C:6](=[C:7]([C:24]3[N:20]([CH3:19])[N:21]=[C:22]([CH3:34])[CH:23]=3)[CH:8]=[CH:9][CH:10]=2)[N:5]=[N:4][C:3]=1[C:13]([NH:15][CH2:16][CH2:17][CH3:18])=[O:14]. The reactants are [NH2:1][C:2]1[C:11]2[C:6](=[C:7](Br)[CH:8]=[CH:9][CH:10]=2)[N:5]=[N:4][C:3]=1[C:13]([NH:15][CH2:16][CH2:17][CH3:18])=[O:14].[CH3:19][N:20]1[C:24](B2OC(C)(C)C(C)(C)O2)=[CH:23][C:22]([CH3:34])=[N:21]1. No catalyst specified. (5) The reactants are [Br:1][C:2]1[CH:7]=[CH:6][CH:5]=[C:4]([N+:8]([O-])=O)[C:3]=1[CH2:11][OH:12].NN. The catalyst is C1COCC1.CO.[Ni]. The product is [NH2:8][C:4]1[CH:5]=[CH:6][CH:7]=[C:2]([Br:1])[C:3]=1[CH2:11][OH:12]. The yield is 0.840. (6) The reactants are [C:1]1([CH2:13][C:14]#[N:15])[CH:2]=[N:3][N:4]2[CH:9]=[CH:8][C:7]3[O:10][CH:11]=[CH:12][C:6]=3[C:5]=12. The catalyst is N.CO.[Co]. The product is [C:1]1([CH2:13][CH2:14][NH2:15])[CH:2]=[N:3][N:4]2[CH:9]=[CH:8][C:7]3[O:10][CH:11]=[CH:12][C:6]=3[C:5]=12. The yield is 0.990.